Dataset: NCI-60 drug combinations with 297,098 pairs across 59 cell lines. Task: Regression. Given two drug SMILES strings and cell line genomic features, predict the synergy score measuring deviation from expected non-interaction effect. (1) Drug 1: CC1C(C(CC(O1)OC2CC(CC3=C2C(=C4C(=C3O)C(=O)C5=C(C4=O)C(=CC=C5)OC)O)(C(=O)CO)O)N)O.Cl. Drug 2: C1C(C(OC1N2C=NC(=NC2=O)N)CO)O. Cell line: HOP-92. Synergy scores: CSS=6.20, Synergy_ZIP=-0.872, Synergy_Bliss=1.39, Synergy_Loewe=-2.11, Synergy_HSA=-0.799. (2) Drug 1: CC1=C(C=C(C=C1)NC2=NC=CC(=N2)N(C)C3=CC4=NN(C(=C4C=C3)C)C)S(=O)(=O)N.Cl. Drug 2: C1=CC(=CC=C1CC(C(=O)O)N)N(CCCl)CCCl.Cl. Cell line: NCI-H460. Synergy scores: CSS=7.30, Synergy_ZIP=2.00, Synergy_Bliss=0.0319, Synergy_Loewe=-21.2, Synergy_HSA=-2.65. (3) Drug 1: CCCCC(=O)OCC(=O)C1(CC(C2=C(C1)C(=C3C(=C2O)C(=O)C4=C(C3=O)C=CC=C4OC)O)OC5CC(C(C(O5)C)O)NC(=O)C(F)(F)F)O. Drug 2: CC1C(C(CC(O1)OC2CC(CC3=C2C(=C4C(=C3O)C(=O)C5=CC=CC=C5C4=O)O)(C(=O)C)O)N)O. Cell line: NCI/ADR-RES. Synergy scores: CSS=17.4, Synergy_ZIP=-6.31, Synergy_Bliss=0.456, Synergy_Loewe=-1.56, Synergy_HSA=0.350.